This data is from Forward reaction prediction with 1.9M reactions from USPTO patents (1976-2016). The task is: Predict the product of the given reaction. Given the reactants [Cl:1][C:2]1[C:10]([N+:11]([O-:13])=[O:12])=[CH:9][CH:8]=[CH:7][C:3]=1[C:4](O)=[O:5], predict the reaction product. The product is: [Cl:1][C:2]1[C:10]([N+:11]([O-:13])=[O:12])=[CH:9][CH:8]=[CH:7][C:3]=1[CH2:4][OH:5].